This data is from Forward reaction prediction with 1.9M reactions from USPTO patents (1976-2016). The task is: Predict the product of the given reaction. (1) The product is: [Cl:1][C:2]1[CH:3]=[CH:4][C:5]([C:8]2[N:9]=[C:10]([CH3:16])[S:11][C:12]=2[C:13]([NH:53][C:50]2[CH:49]=[CH:48][C:47]([CH2:46][C:41]3[CH:42]=[CH:43][CH:44]=[CH:45][N:40]=3)=[CH:52][CH:51]=2)=[O:15])=[CH:6][CH:7]=1. Given the reactants [Cl:1][C:2]1[CH:7]=[CH:6][C:5]([C:8]2[N:9]=[C:10]([CH3:16])[S:11][C:12]=2[C:13]([OH:15])=O)=[CH:4][CH:3]=1.O.ON1C2C=CC=CC=2N=N1.Cl.CN(C)CCCN=C=NCC.[N:40]1[CH:45]=[CH:44][CH:43]=[CH:42][C:41]=1[CH2:46][C:47]1[CH:52]=[CH:51][C:50]([NH2:53])=[CH:49][CH:48]=1, predict the reaction product. (2) Given the reactants [Mg].Br[C:3]1[CH:8]=[CH:7][C:6]([CH2:9][CH3:10])=[CH:5][CH:4]=1.[Br:11][C:12]1[CH:13]=[C:14]([CH:17]=[CH:18][C:19]=1[O:20][CH2:21][CH3:22])[CH:15]=[O:16].[Cl-].[NH4+], predict the reaction product. The product is: [Br:11][C:12]1[CH:13]=[C:14]([CH:15]([C:3]2[CH:8]=[CH:7][C:6]([CH2:9][CH3:10])=[CH:5][CH:4]=2)[OH:16])[CH:17]=[CH:18][C:19]=1[O:20][CH2:21][CH3:22]. (3) Given the reactants [C:1]([C:3]1[C:8]([O:9][CH2:10][C@H:11]2[CH2:15][CH2:14][CH2:13][N:12]2[C:16]([O:18][C:19]([CH3:22])([CH3:21])[CH3:20])=[O:17])=[CH:7][CH:6]=[CH:5][N:4]=1)#[N:2].[OH-:23].[K+].O, predict the reaction product. The product is: [C:1]([C:3]1[C:8]([O:9][CH2:10][C@H:11]2[CH2:15][CH2:14][CH2:13][N:12]2[C:16]([O:18][C:19]([CH3:22])([CH3:21])[CH3:20])=[O:17])=[CH:7][CH:6]=[CH:5][N:4]=1)(=[O:23])[NH2:2]. (4) The product is: [NH2:7][C@@H:8]([CH2:35][C:36]1[S:37][CH:38]=[CH:39][CH:40]=1)[C:9]([N:11]1[CH2:12][CH2:13][C:14]([C:26]2[CH:27]=[CH:28][CH:29]=[CH:30][CH:31]=2)([C:17]([NH:18][C@H:19]2[CH2:20][CH2:21][C@H:22]([C:42]([OH:44])=[O:43])[CH2:23][CH2:24]2)=[O:25])[CH2:15][CH2:16]1)=[O:10]. Given the reactants C(OC(=O)[NH:7][C@@H:8]([CH2:35][C:36]1[S:37][CH:38]=[CH:39][CH:40]=1)[C:9]([N:11]1[CH2:16][CH2:15][C:14]([CH2:26][C:27]2C=[CH:31][CH:30]=[CH:29][C:28]=2C#N)([C:17](=[O:25])[NH:18][CH:19]2[CH2:24][CH2:23][CH2:22][CH2:21][CH2:20]2)[CH2:13][CH2:12]1)=[O:10])(C)(C)C.[CH3:42][OH:43].[OH-:44].[Na+], predict the reaction product. (5) Given the reactants [CH2:1]([NH:3][C:4](=[O:17])[C:5]1[CH:10]=[CH:9][C:8]([NH:11][CH2:12][CH3:13])=[C:7]([N+:14]([O-])=O)[CH:6]=1)[CH3:2].C1(C)C=CC(S([O-])(=O)=O)=CC=1.[CH2:29]([N:36]1[C:40](=[O:41])[C:39](=[C:42]2[N:46]([CH3:47])[C:45]3[CH:48]=[CH:49][CH:50]=[CH:51][C:44]=3[S:43]2)[S:38][CH2+:37]1SC)[C:30]1[CH:35]=[CH:34][CH:33]=[CH:32][CH:31]=1, predict the reaction product. The product is: [CH2:29]([N:36]1[C:40](=[O:41])[C:39](=[C:42]2[N:46]([CH3:47])[C:45]3[CH:48]=[CH:49][CH:50]=[CH:51][C:44]=3[S:43]2)[S:38][C:37]1=[N:14][C:7]1[CH:6]=[C:5]([CH:10]=[CH:9][C:8]=1[NH:11][CH2:12][CH3:13])[C:4]([NH:3][CH2:1][CH3:2])=[O:17])[C:30]1[CH:31]=[CH:32][CH:33]=[CH:34][CH:35]=1. (6) Given the reactants [NH2:1][C:2]1[S:3][CH:4]=[CH:5][N:6]=1.[N:7]1[CH:12]=[CH:11][CH:10]=[CH:9][C:8]=1[C:13]#[C:14][C:15]1[O:19][C:18]([CH:20]=O)=[CH:17][CH:16]=1.[C:22]([N+:26]#[C-:27])([CH3:25])([CH3:24])[CH3:23].Cl(O)(=O)(=O)=O.C([O-])([O-])=O.[Na+].[Na+], predict the reaction product. The product is: [C:22]([NH:26][C:27]1[N:6]2[C:2]([S:3][CH:4]=[CH:5]2)=[N:1][C:20]=1[C:18]1[O:19][C:15]([C:14]#[C:13][C:8]2[CH:9]=[CH:10][CH:11]=[CH:12][N:7]=2)=[CH:16][CH:17]=1)([CH3:25])([CH3:24])[CH3:23]. (7) The product is: [C:8]([C:3]1[CH:4]=[CH:5][CH:6]=[CH:7][C:2]=1[NH:1][C:18](=[O:20])[CH3:19])(=[O:10])[CH3:9]. Given the reactants [NH2:1][C:2]1[CH:7]=[CH:6][CH:5]=[CH:4][C:3]=1[C:8](=[O:10])[CH3:9].C(N(CC)CC)C.[C:18](Cl)(=[O:20])[CH3:19], predict the reaction product.